Dataset: Forward reaction prediction with 1.9M reactions from USPTO patents (1976-2016). Task: Predict the product of the given reaction. (1) Given the reactants [F:1][C:2]1[C:7]([F:8])=[CH:6][CH:5]=[CH:4][C:3]=1[C@H:9]1[CH2:14][NH:13][C:12](=[N:15][CH2:16][CH:17](O)[CH2:18][C:19]([F:22])([F:21])[F:20])[C@@H:11]([NH:24][C:25](=[O:31])[O:26][C:27]([CH3:30])([CH3:29])[CH3:28])[CH2:10]1.[Cr](O[Cr]([O-])(=O)=O)([O-])(=O)=O.[NH+]1C=CC=CC=1.[NH+]1C=CC=CC=1.C(=O)(O)[O-].[Na+].O, predict the reaction product. The product is: [F:1][C:2]1[C:7]([F:8])=[CH:6][CH:5]=[CH:4][C:3]=1[C@H:9]1[CH2:14][N:13]2[C:17]([CH2:18][C:19]([F:22])([F:21])[F:20])=[CH:16][N:15]=[C:12]2[C@@H:11]([NH:24][C:25](=[O:31])[O:26][C:27]([CH3:30])([CH3:29])[CH3:28])[CH2:10]1. (2) Given the reactants ClC1C=CC(C2[C:9]([CH:14]=[O:15])=[CH:10][CH:11]=[CH:12][CH:13]=2)=CC=1.[NH:16]1[CH2:20][CH2:19][C@H:18]([NH:21][C:22](=[O:28])[O:23][C:24]([CH3:27])([CH3:26])[CH3:25])[CH2:17]1.N1(C(OC(C)(C)C)=O)CCNC[CH2:30]1, predict the reaction product. The product is: [CH3:30][C:12]1([CH3:13])[CH2:11][CH:10]([N:16]2[CH2:20][CH2:19][C@H:18]([NH:21][C:22](=[O:28])[O:23][C:24]([CH3:25])([CH3:27])[CH3:26])[CH2:17]2)[CH2:9][CH2:14][O:15]1. (3) Given the reactants [NH2:1][S:2]([C:5]1[CH:10]=[CH:9][CH:8]=[CH:7][C:6]=1[C:11]1[CH:16]=[CH:15][C:14]([NH:17][C:18](=[O:40])[CH:19]([C:34]2[CH:39]=[CH:38][CH:37]=[CH:36][CH:35]=2)[NH:20][C:21]([NH:23][C:24]2[CH:33]=[CH:32][C:27]3OC(C)=C[C:26]=3[CH:25]=2)=[S:22])=[CH:13][CH:12]=1)(=[O:4])=[O:3].[Br:41]C1C=CC(N=C=S)=CC=1, predict the reaction product. The product is: [NH2:1][S:2]([C:5]1[CH:10]=[CH:9][CH:8]=[CH:7][C:6]=1[C:11]1[CH:16]=[CH:15][C:14]([NH:17][C:18](=[O:40])[CH:19]([C:34]2[CH:39]=[CH:38][CH:37]=[CH:36][CH:35]=2)[NH:20][C:21]([NH:23][C:24]2[CH:33]=[CH:32][C:27]([Br:41])=[CH:26][CH:25]=2)=[S:22])=[CH:13][CH:12]=1)(=[O:4])=[O:3]. (4) Given the reactants N[C@@H:2]1[CH2:7][CH2:6][CH2:5][N:4]([C:8]([O:10][C:11]([CH3:14])([CH3:13])[CH3:12])=[O:9])[CH2:3]1.C=O.[BH3-][C:18]#[N:19].[Na+].[CH2:21](Cl)Cl, predict the reaction product. The product is: [CH3:21][N:19]([CH3:18])[C@@H:2]1[CH2:7][CH2:6][CH2:5][N:4]([C:8]([O:10][C:11]([CH3:14])([CH3:13])[CH3:12])=[O:9])[CH2:3]1. (5) Given the reactants [CH3:1][O:2][C:3]1[CH:12]=[C:11]2[C:6]([CH:7]=[CH:8][CH:9]=[C:10]2[CH:13]=[CH:14][C:15]([NH2:17])=[O:16])=[CH:5][CH:4]=1.C1COCC1, predict the reaction product. The product is: [CH3:1][O:2][C:3]1[CH:12]=[C:11]2[C:6]([CH:7]=[CH:8][CH:9]=[C:10]2[CH2:13][CH2:14][C:15]([NH2:17])=[O:16])=[CH:5][CH:4]=1.